Dataset: Full USPTO retrosynthesis dataset with 1.9M reactions from patents (1976-2016). Task: Predict the reactants needed to synthesize the given product. (1) Given the product [OH:2][C:3]1[CH:8]=[C:7]([OH:9])[CH:6]=[CH:5][C:4]=1[C:11]1[CH:16]=[CH:15][CH:14]=[C:13]([CH2:17][C:18]([NH:20][C:21]2[CH:26]=[CH:25][CH:24]=[CH:23][C:22]=2[C:27]2[S:31][C:30]([CH2:32][C:33]([OH:35])=[O:34])=[CH:29][CH:28]=2)=[O:19])[CH:12]=1, predict the reactants needed to synthesize it. The reactants are: C[O:2][C:3]1[CH:8]=[C:7]([O:9]C)[CH:6]=[CH:5][C:4]=1[C:11]1[CH:16]=[CH:15][CH:14]=[C:13]([CH2:17][C:18]([NH:20][C:21]2[CH:26]=[CH:25][CH:24]=[CH:23][C:22]=2[C:27]2[S:31][C:30]([CH2:32][C:33]([OH:35])=[O:34])=[CH:29][CH:28]=2)=[O:19])[CH:12]=1.B(Br)(Br)Br. (2) Given the product [CH2:1]([S:8][C:9]1[N:14]=[C:13]([N:15]([CH2:23][O:24][CH2:25][CH2:26][Si:27]([CH3:30])([CH3:29])[CH3:28])[S:16]([N:19]2[CH2:22][CH2:21][CH2:20]2)(=[O:18])=[O:17])[CH:12]=[C:11]([NH:32][C@H:33]([CH3:34])[CH2:35][OH:36])[N:10]=1)[C:2]1[CH:7]=[CH:6][CH:5]=[CH:4][CH:3]=1, predict the reactants needed to synthesize it. The reactants are: [CH2:1]([S:8][C:9]1[N:14]=[C:13]([N:15]([CH2:23][O:24][CH2:25][CH2:26][Si:27]([CH3:30])([CH3:29])[CH3:28])[S:16]([N:19]2[CH2:22][CH2:21][CH2:20]2)(=[O:18])=[O:17])[CH:12]=[C:11](Cl)[N:10]=1)[C:2]1[CH:7]=[CH:6][CH:5]=[CH:4][CH:3]=1.[NH2:32][C@@H:33]([CH2:35][OH:36])[CH3:34]. (3) Given the product [F:18][CH2:17][C:11]1([CH2:10][OH:9])[O:16][CH2:15][CH2:14][CH2:13][O:12]1, predict the reactants needed to synthesize it. The reactants are: C([O:9][CH2:10][C:11]1([CH2:17][F:18])[O:16][CH2:15][CH2:14][CH2:13][O:12]1)(=O)C1C=CC=CC=1.[OH-].[Na+].[Cl-].[NH4+]. (4) The reactants are: [N:1]1([S:7]([NH2:10])(=[O:9])=[O:8])[CH2:6][CH2:5][CH2:4][CH2:3][CH2:2]1.C([O-])=O.[NH4+].C(=O)([O-])[O-].[K+].[K+].Cl[C:22]1[N:27]=[C:26](C(F)(F)F)[CH:25]=[CH:24][N:23]=1. Given the product [N:23]1[CH:24]=[CH:25][CH:26]=[N:27][C:22]=1[NH:10][S:7]([N:1]1[CH2:6][CH2:5][CH2:4][CH2:3][CH2:2]1)(=[O:9])=[O:8], predict the reactants needed to synthesize it.